From a dataset of Forward reaction prediction with 1.9M reactions from USPTO patents (1976-2016). Predict the product of the given reaction. Given the reactants [CH3:1][C:2]1([CH3:18])[O:7][CH2:6][CH:5]([CH2:8][O:9][C:10]2[C:15]([CH3:16])=[CH:14][N:13]=[CH:12][C:11]=2[CH3:17])[CH2:4][O:3]1.[SH:19][C:20]1[NH:21][C:22]2[CH:28]=[CH:27][CH:26]=[CH:25][C:23]=2[N:24]=1.[OH-].[Na+].[CH3:31]O, predict the reaction product. The product is: [CH3:1][C:2]1([CH3:18])[O:7][CH2:6][CH:5]([CH2:8][O:9][C:10]2[C:11]([CH3:17])=[CH:12][N:13]=[C:14]([CH2:31][S:19][C:20]3[NH:24][C:23]4[CH:25]=[CH:26][CH:27]=[CH:28][C:22]=4[N:21]=3)[C:15]=2[CH3:16])[CH2:4][O:3]1.